From a dataset of Forward reaction prediction with 1.9M reactions from USPTO patents (1976-2016). Predict the product of the given reaction. (1) Given the reactants [NH:1]1[C:9]2[C:4](=[CH:5][CH:6]=[CH:7][CH:8]=2)[C:3]([CH2:10][NH2:11])=[CH:2]1.CCN(CC)CC.ClC1C=[CH:23][S:22][C:21]=1C(OC)=O.C[OH:30], predict the reaction product. The product is: [CH3:21][S:22][C:23]([NH:11][CH2:10][C:3]1[C:4]2[CH:5]=[CH:6][CH:7]=[CH:8][C:9]=2[NH:1][CH:2]=1)=[O:30]. (2) Given the reactants [C:1]([O:5][C:6]([N:8]1[CH2:18][CH:17]2[CH2:19][CH:10]([C:11]3[CH:12]=[C:13]([NH2:25])[C:14]([NH:20][CH2:21][CH2:22][CH2:23][CH3:24])=[CH:15][C:16]=32)[CH2:9]1)=[O:7])([CH3:4])([CH3:3])[CH3:2].[CH3:26]C(O)=O.C(OC=C(C#N)C#N)C.CO.C(Cl)Cl, predict the reaction product. The product is: [C:1]([O:5][C:6]([N:8]1[CH2:9][CH:10]2[CH2:19][CH:17]([C:16]3[CH:15]=[C:14]4[C:13](=[CH:12][C:11]=32)[N:25]=[CH:26][N:20]4[CH2:21][CH2:22][CH2:23][CH3:24])[CH2:18]1)=[O:7])([CH3:4])([CH3:3])[CH3:2]. (3) Given the reactants [CH2:1]([O:3][C:4](=[O:29])[CH:5]([C:7]1[CH:8]=[C:9]([C:15]2[CH:20]=[CH:19][C:18]([C:21]([F:24])([F:23])[F:22])=[CH:17][C:16]=2[CH2:25][NH:26][CH2:27][CH3:28])[C:10]([O:13][CH3:14])=[CH:11][CH:12]=1)[CH3:6])[CH3:2].[CH2:30]([N:37]=[C:38]=[O:39])[C:31]1[CH:36]=[CH:35][CH:34]=[CH:33][CH:32]=1, predict the reaction product. The product is: [CH2:1]([O:3][C:4](=[O:29])[CH:5]([C:7]1[CH:8]=[C:9]([C:15]2[CH:20]=[CH:19][C:18]([C:21]([F:24])([F:23])[F:22])=[CH:17][C:16]=2[CH2:25][N:26]([CH2:27][CH3:28])[C:38]([NH:37][CH2:30][C:31]2[CH:36]=[CH:35][CH:34]=[CH:33][CH:32]=2)=[O:39])[C:10]([O:13][CH3:14])=[CH:11][CH:12]=1)[CH3:6])[CH3:2]. (4) The product is: [NH2:8][C:9]1[S:10][CH:11]=[C:12]([CH2:14][CH2:15][NH:16][C:24]2[CH:25]=[CH:26][C:27]([NH:30][C:31]([C:33]3[C:34]([C:40]4[CH:41]=[CH:42][C:43]([C:46]([F:49])([F:47])[F:48])=[CH:44][CH:45]=4)=[CH:35][C:36]([CH3:39])=[CH:37][CH:38]=3)=[O:32])=[CH:28][CH:29]=2)[N:13]=1. Given the reactants C(OC([NH:8][C:9]1[S:10][CH:11]=[C:12]([CH2:14][CH2:15][N:16]([C:24]2[CH:29]=[CH:28][C:27]([NH:30][C:31]([C:33]3[CH:38]=[CH:37][C:36]([CH3:39])=[CH:35][C:34]=3[C:40]3[CH:45]=[CH:44][C:43]([C:46]([F:49])([F:48])[F:47])=[CH:42][CH:41]=3)=[O:32])=[CH:26][CH:25]=2)C(=O)OC(C)(C)C)[N:13]=1)=O)(C)(C)C.FC(F)(F)C(O)=O, predict the reaction product. (5) Given the reactants [CH3:1][N:2]1[C:6]2[CH:7]=[C:8]([O:21][C:22]3[CH:27]=[CH:26][CH:25]=[C:24]([O:28][CH2:29][C:30]4([CH3:33])[CH2:32][O:31]4)[CH:23]=3)[C:9]([NH:11][S:12]([C:15]3[N:16]=[CH:17][N:18]([CH3:20])[CH:19]=3)(=[O:14])=[O:13])=[CH:10][C:5]=2[N:4]([CH3:34])[C:3]1=[O:35].S(=O)(=O)(O)[OH:37], predict the reaction product. The product is: [OH:31][C:30]([CH3:33])([CH2:32][OH:37])[CH2:29][O:28][C:24]1[CH:23]=[C:22]([CH:27]=[CH:26][CH:25]=1)[O:21][C:8]1[C:9]([NH:11][S:12]([C:15]2[N:16]=[CH:17][N:18]([CH3:20])[CH:19]=2)(=[O:14])=[O:13])=[CH:10][C:5]2[N:4]([CH3:34])[C:3](=[O:35])[N:2]([CH3:1])[C:6]=2[CH:7]=1.